This data is from Catalyst prediction with 721,799 reactions and 888 catalyst types from USPTO. The task is: Predict which catalyst facilitates the given reaction. (1) Reactant: [F:1][C:2]1[CH:7]=[C:6]([CH2:8][C:9]([C:11]2[CH:16]=[CH:15][CH:14]=[C:13]([C:17]([F:20])([F:19])[F:18])[CH:12]=2)=[O:10])[CH:5]=[CH:4][N:3]=1.[N:21](OC(C)(C)C)=[O:22].Cl. Product: [F:1][C:2]1[CH:7]=[C:6]([C:8](=[N:21][OH:22])[C:9]([C:11]2[CH:16]=[CH:15][CH:14]=[C:13]([C:17]([F:18])([F:19])[F:20])[CH:12]=2)=[O:10])[CH:5]=[CH:4][N:3]=1. The catalyst class is: 8. (2) Reactant: [O:1]=[S:2](=[O:14])([CH3:13])[O:3][CH2:4][CH2:5][CH2:6][CH2:7]OS(=O)(C)=O.C(=O)([O-])[O-].[K+].[K+]. Product: [S:2]([O:3][CH2:4][CH2:5][CH2:6][CH3:7])(=[O:14])(=[O:1])[CH3:13]. The catalyst class is: 21. (3) Reactant: Br[C:2]1[CH:3]=[C:4]([C@H:8]([NH:11][C:12](=[O:18])[O:13][C:14]([CH3:17])([CH3:16])[CH3:15])[CH2:9][OH:10])[CH:5]=[CH:6][CH:7]=1.[CH3:19][C:20]1([CH3:36])[C:24]([CH3:26])([CH3:25])[O:23][B:22]([B:22]2[O:23][C:24]([CH3:26])([CH3:25])[C:20]([CH3:36])([CH3:19])[O:21]2)[O:21]1.CC([O-])=O.[K+].C(Cl)Cl. Product: [OH:10][CH2:9][C@@H:8]([NH:11][C:12](=[O:18])[O:13][C:14]([CH3:17])([CH3:16])[CH3:15])[C:4]1[CH:5]=[CH:6][CH:7]=[C:2]([B:22]2[O:23][C:24]([CH3:26])([CH3:25])[C:20]([CH3:36])([CH3:19])[O:21]2)[CH:3]=1. The catalyst class is: 3. (4) Reactant: O=[C:2]1[CH2:7][CH2:6][CH2:5][N:4]([C:8]([O:10][C:11]([CH3:14])([CH3:13])[CH3:12])=[O:9])[CH2:3]1.[Cl-].[NH4+:16].[C-:17]#[N:18].[K+]. Product: [NH2:16][C:2]1([C:17]#[N:18])[CH2:7][CH2:6][CH2:5][N:4]([C:8]([O:10][C:11]([CH3:14])([CH3:13])[CH3:12])=[O:9])[CH2:3]1. The catalyst class is: 32. (5) Reactant: C(OC([NH:8][C@@H:9]([CH2:16][C:17]1[CH:22]=[CH:21][C:20]([I:23])=[CH:19][CH:18]=1)[C:10]([O:12][CH2:13][C:14]#[N:15])=[O:11])=O)(C)(C)C. Product: [NH2:8][C@@H:9]([CH2:16][C:17]1[CH:18]=[CH:19][C:20]([I:23])=[CH:21][CH:22]=1)[C:10]([O:12][CH2:13][C:14]#[N:15])=[O:11]. The catalyst class is: 27.